Dataset: Orexin1 receptor HTS with 218,158 compounds and 233 confirmed actives. Task: Binary Classification. Given a drug SMILES string, predict its activity (active/inactive) in a high-throughput screening assay against a specified biological target. (1) The drug is O=c1n(c2c3c(c1NCCc1ccccc1)c1c(c(=O)c3ccc2)cccc1)C. The result is 0 (inactive). (2) The molecule is S1CC(=Nn2c1nnc2c1c(OC)cccc1)C(C)(C)C. The result is 0 (inactive). (3) The compound is Clc1ncccc1C(OCC(=O)c1ccc(OC(F)F)cc1)=O. The result is 0 (inactive). (4) The drug is O=C(N1C(c2[nH]c3c(c2CC1)cccc3)c1ccc(cc1)CC)c1n(nc(c1)C)C. The result is 0 (inactive). (5) The compound is S(=O)(=O)(N1CCN(CC1)c1ccccc1)CCNC(=O)c1c(F)cccc1. The result is 0 (inactive). (6) The molecule is S(CC(=O)N1CCCC1)c1n(c2ncccc2n1)C. The result is 0 (inactive). (7) The molecule is O=C(N\N=C\C=C/c1ccccc1)c1n[nH]c(C2CC2)c1. The result is 0 (inactive).